From a dataset of Catalyst prediction with 721,799 reactions and 888 catalyst types from USPTO. Predict which catalyst facilitates the given reaction. (1) Reactant: [Cl:1][C:2]1[CH:25]=[CH:24][C:5]([C:6]([NH:8][CH2:9][C:10]2([CH3:23])[CH2:15][CH2:14][N:13](C(OC(C)(C)C)=O)[CH2:12][CH2:11]2)=[O:7])=[CH:4][CH:3]=1.Cl. Product: [Cl:1][C:2]1[CH:3]=[CH:4][C:5]([C:6]([NH:8][CH2:9][C:10]2([CH3:23])[CH2:11][CH2:12][NH:13][CH2:14][CH2:15]2)=[O:7])=[CH:24][CH:25]=1. The catalyst class is: 12. (2) Reactant: [CH:1]([C:3]1[CH:4]=[C:5]([CH:10]=[CH:11][C:12]=1[OH:13])[C:6]([O:8][CH3:9])=[O:7])=[O:2].C1C=CC(N([S:21]([C:24]([F:27])([F:26])[F:25])(=[O:23])=[O:22])[S:21]([C:24]([F:27])([F:26])[F:25])(=[O:23])=[O:22])=CC=1. Product: [CH:1]([C:3]1[CH:4]=[C:5]([CH:10]=[CH:11][C:12]=1[O:13][S:21]([C:24]([F:27])([F:26])[F:25])(=[O:23])=[O:22])[C:6]([O:8][CH3:9])=[O:7])=[O:2]. The catalyst class is: 143.